Dataset: Full USPTO retrosynthesis dataset with 1.9M reactions from patents (1976-2016). Task: Predict the reactants needed to synthesize the given product. (1) Given the product [C:35]([N:30]1[CH2:31][CH2:32][CH2:33][CH2:34][C@H:29]1[C:8]1[N:4]2[CH:5]=[CH:6][N:7]=[C:2]([CH3:1])[C:3]2=[C:10]([C:11]2[CH:28]=[CH:27][C:14]([C:15]([NH:17][C:18]3[CH:23]=[C:22]([CH2:24][CH2:25][CH3:26])[CH:21]=[CH:20][N:19]=3)=[O:16])=[CH:13][CH:12]=2)[N:9]=1)(=[O:38])[CH:36]=[CH2:37], predict the reactants needed to synthesize it. The reactants are: [CH3:1][C:2]1[C:3]2[N:4]([C:8]([C@@H:29]3[CH2:34][CH2:33][CH2:32][CH2:31][NH:30]3)=[N:9][C:10]=2[C:11]2[CH:28]=[CH:27][C:14]([C:15]([NH:17][C:18]3[CH:23]=[C:22]([CH2:24][CH2:25][CH3:26])[CH:21]=[CH:20][N:19]=3)=[O:16])=[CH:13][CH:12]=2)[CH:5]=[CH:6][N:7]=1.[C:35](O)(=[O:38])[CH:36]=[CH2:37]. (2) Given the product [NH:3]1[C:11]2[C:6](=[CH:7][CH:8]=[CH:9][CH:10]=2)[C:5]([CH:12]([N:14]2[CH2:19][CH2:18][CH2:17]/[C:16](=[CH:21]\[C:22]3[CH:27]=[CH:26][C:25]([N:28]4[CH:32]=[C:31]([CH3:33])[N:30]=[CH:29]4)=[C:24]([O:34][CH3:35])[CH:23]=3)/[C:15]2=[O:36])[CH3:13])=[CH:4]1, predict the reactants needed to synthesize it. The reactants are: [H-].[Na+].[NH:3]1[C:11]2[C:6](=[CH:7][CH:8]=[CH:9][CH:10]=2)[C:5]([CH:12]([NH:14][C:15](=[O:36])/[C:16](=[CH:21]/[C:22]2[CH:27]=[CH:26][C:25]([N:28]3[CH:32]=[C:31]([CH3:33])[N:30]=[CH:29]3)=[C:24]([O:34][CH3:35])[CH:23]=2)/[CH2:17][CH2:18][CH2:19]Cl)[CH3:13])=[CH:4]1.O.C(OCC)(=O)C. (3) Given the product [CH3:1][O:2][C:3]1[CH:26]=[CH:25][CH:24]=[CH:23][C:4]=1[CH2:5][NH:6][C:7]([NH:9][C:10]1[CH:15]=[CH:14][CH:13]=[C:12]([CH2:16][C:17](=[O:18])[CH3:22])[CH:11]=1)=[O:8], predict the reactants needed to synthesize it. The reactants are: [CH3:1][O:2][C:3]1[CH:26]=[CH:25][CH:24]=[CH:23][C:4]=1[CH2:5][NH:6][C:7]([NH:9][C:10]1[CH:15]=[CH:14][CH:13]=[C:12]([CH2:16][C:17]2([CH3:22])OCC[O:18]2)[CH:11]=1)=[O:8].C(O)(=O)C.C(NC(NC1C=CC=C(CC(=O)C)C=1)=O)C1C=CC=CC=1. (4) Given the product [CH3:19][C:17]1[N:16]=[C:15]([S:20][CH2:2][C:3]2[C:4]([Cl:11])=[CH:5][CH:6]=[C:7]([Cl:10])[C:8]=2[Cl:9])[N:14]=[C:13]([NH2:12])[CH:18]=1, predict the reactants needed to synthesize it. The reactants are: Br[CH2:2][C:3]1[C:8]([Cl:9])=[C:7]([Cl:10])[CH:6]=[CH:5][C:4]=1[Cl:11].[NH2:12][C:13]1[CH:18]=[C:17]([CH3:19])[N:16]=[C:15]([SH:20])[N:14]=1.C(N(CC)CC)C. (5) Given the product [CH3:11][O:12][C:13]1[CH:28]=[C:27]([O:29][CH3:30])[CH:26]=[CH:25][C:14]=1[CH2:15][N:16]1[C:21]([CH3:22])=[CH:20][C:19]([O:23][CH2:2][C:3]2[CH:8]=[CH:7][CH:6]=[CH:5][C:4]=2[C:9]#[N:10])=[CH:18][C:17]1=[O:24], predict the reactants needed to synthesize it. The reactants are: Br[CH2:2][C:3]1[C:4]([C:9]#[N:10])=[CH:5][CH:6]=[CH:7][CH:8]=1.[CH3:11][O:12][C:13]1[CH:28]=[C:27]([O:29][CH3:30])[CH:26]=[CH:25][C:14]=1[CH2:15][N:16]1[C:21]([CH3:22])=[CH:20][C:19]([OH:23])=[CH:18][C:17]1=[O:24].C(=O)([O-])[O-].[K+].[K+]. (6) Given the product [O:15]1[C:6]2=[CH:7][CH:8]=[CH:9][CH2:10][CH:5]2[CH2:1][CH2:2][NH:22]1, predict the reactants needed to synthesize it. The reactants are: [C:1]([C:5]1[CH:10]=[C:9](C(C)(C)C)[CH:8]=[CH:7][C:6]=1[OH:15])(C)(C)[CH3:2].C(OC[N:22](COCC(C)C)C)C(C)C.